From a dataset of Forward reaction prediction with 1.9M reactions from USPTO patents (1976-2016). Predict the product of the given reaction. (1) The product is: [Cl:25][C:26]1[CH:31]=[C:30]([C:32]2([C:34]([F:37])([F:35])[F:36])[O:9][N:10]=[C:11]([C:12]3[CH:13]=[CH:14][C:15]([N:20]4[CH:24]=[N:23][CH:22]=[N:21]4)=[C:16]([CH:19]=3)[C:17]#[N:18])[CH2:33]2)[CH:29]=[C:28]([Cl:38])[CH:27]=1. Given the reactants ClN1C(=O)CCC1=O.[OH:9][N:10]=[CH:11][C:12]1[CH:13]=[CH:14][C:15]([N:20]2[CH:24]=[N:23][CH:22]=[N:21]2)=[C:16]([CH:19]=1)[C:17]#[N:18].[Cl:25][C:26]1[CH:31]=[C:30]([C:32]([C:34]([F:37])([F:36])[F:35])=[CH2:33])[CH:29]=[C:28]([Cl:38])[CH:27]=1.C(N(CC)CC)C, predict the reaction product. (2) Given the reactants Br[C:2]1[C:3]([CH3:21])=[C:4]([NH:9][S:10]([C:13]2[CH:18]=[CH:17][C:16]([F:19])=[CH:15][C:14]=2[F:20])(=[O:12])=[O:11])[C:5]([Cl:8])=[N:6][CH:7]=1.[CH3:22][C:23]1([CH3:39])[C:27]([CH3:29])([CH3:28])[O:26][B:25]([B:25]2[O:26][C:27]([CH3:29])([CH3:28])[C:23]([CH3:39])([CH3:22])[O:24]2)[O:24]1.CC([O-])=O.[K+], predict the reaction product. The product is: [Cl:8][C:5]1[C:4]([NH:9][S:10]([C:13]2[CH:18]=[CH:17][C:16]([F:19])=[CH:15][C:14]=2[F:20])(=[O:12])=[O:11])=[C:3]([CH3:21])[C:2]([B:25]2[O:26][C:27]([CH3:29])([CH3:28])[C:23]([CH3:39])([CH3:22])[O:24]2)=[CH:7][N:6]=1. (3) Given the reactants C[O:2][C:3]([C:5]1[CH:6]2[N:31]([C:32]([O:34][C:35]([CH3:38])([CH3:37])[CH3:36])=[O:33])[CH:10]([CH2:11][C:12]=1[C:13]1[CH:18]=[CH:17][C:16]([CH2:19][CH2:20][O:21][C:22]3[C:27]([F:28])=[CH:26][CH:25]=[C:24]([F:29])[C:23]=3[Cl:30])=[CH:15][CH:14]=1)[CH2:9][S:8](=O)(=[O:39])[CH2:7]2)=[O:4].[OH-].[Na+], predict the reaction product. The product is: [C:35]([O:34][C:32]([N:31]1[CH:6]2[C:5]([C:3]([OH:4])=[O:2])=[C:12]([C:13]3[CH:14]=[CH:15][C:16]([CH2:19][CH2:20][O:21][C:22]4[C:27]([F:28])=[CH:26][CH:25]=[C:24]([F:29])[C:23]=4[Cl:30])=[CH:17][CH:18]=3)[CH2:11][CH:10]1[CH2:9][S:8](=[O:39])[CH2:7]2)=[O:33])([CH3:38])([CH3:36])[CH3:37]. (4) Given the reactants [C:1](=O)([O:7]C1C=CC([N+]([O-])=O)=CC=1)[O:2][CH2:3][CH:4]1[CH2:6][CH2:5]1.[C:18]([CH2:20][C:21]1([N:25]2[CH:29]=[C:28]([C:30]3[CH:35]=[N:34][N:33]4[C:36]([C:39]5[CH:40]=[C:41]([NH:45][C:46]([NH:48][CH2:49][C:50]([F:53])([F:52])[F:51])=[O:47])[CH:42]=[CH:43][CH:44]=5)=[CH:37][N:38]=[C:32]4[CH:31]=3)[CH:27]=[N:26]2)[CH2:24][NH:23][CH2:22]1)#[N:19].C(N(CC)CC)C, predict the reaction product. The product is: [C:18]([CH2:20][C:21]1([N:25]2[CH:29]=[C:28]([C:30]3[CH:35]=[N:34][N:33]4[C:36]([C:39]5[CH:44]=[CH:43][CH:42]=[C:41]([NH:45][C:46]([NH:48][CH2:49][C:50]([F:52])([F:53])[F:51])=[O:47])[CH:40]=5)=[CH:37][N:38]=[C:32]4[CH:31]=3)[CH:27]=[N:26]2)[CH2:22][N:23]([C:1]([O:2][CH2:3][CH:4]2[CH2:6][CH2:5]2)=[O:7])[CH2:24]1)#[N:19]. (5) Given the reactants [CH2:1]([O:8][CH2:9][C@H:10]([CH:13]([CH3:15])[CH3:14])[CH2:11]O)[C:2]1[CH:7]=[CH:6][CH:5]=[CH:4][CH:3]=1.CN(C)C=O.P(Br)(Br)([Br:23])=O.O, predict the reaction product. The product is: [CH2:1]([O:8][CH2:9][C@H:10]([CH:13]([CH3:15])[CH3:14])[CH2:11][Br:23])[C:2]1[CH:7]=[CH:6][CH:5]=[CH:4][CH:3]=1.